Dataset: Catalyst prediction with 721,799 reactions and 888 catalyst types from USPTO. Task: Predict which catalyst facilitates the given reaction. (1) Reactant: [CH3:1][O:2][C:3](=[O:13])[C:4]1[CH:9]=[CH:8][CH:7]=[C:6]([O:10][CH3:11])[C:5]=1N.Cl.N([O-])=O.[Na+].[Cu][C:20]#[N:21]. Product: [C:20]([C:5]1[C:6]([O:10][CH3:11])=[CH:7][CH:8]=[CH:9][C:4]=1[C:3]([O:2][CH3:1])=[O:13])#[N:21]. The catalyst class is: 408. (2) Reactant: [CH3:1][N:2]1[C:6]([C:7]2[CH:8]=[C:9]([NH2:22])[CH:10]=[CH:11][C:12]=2[O:13][CH2:14][CH2:15][N:16]2[CH2:21][CH2:20][O:19][CH2:18][CH2:17]2)=[CH:5][CH:4]=[N:3]1.[CH3:23][O:24][C:25]1[CH:26]=[C:27]([CH:31]=[CH:32][CH:33]=1)[C:28](Cl)=[O:29].C(N(CC)CC)C. Product: [CH3:23][O:24][C:25]1[CH:26]=[C:27]([CH:31]=[CH:32][CH:33]=1)[C:28]([NH:22][C:9]1[CH:10]=[CH:11][C:12]([O:13][CH2:14][CH2:15][N:16]2[CH2:21][CH2:20][O:19][CH2:18][CH2:17]2)=[C:7]([C:6]2[N:2]([CH3:1])[N:3]=[CH:4][CH:5]=2)[CH:8]=1)=[O:29]. The catalyst class is: 1. (3) Reactant: [CH3:1][O:2][C:3]1[CH:12]=[C:11]2[C:6]([C:7]([CH3:15])([CH3:14])[CH2:8][CH2:9][C:10]2=O)=[CH:5][CH:4]=1.Cl.[NH2:17][OH:18].C([O-])(=O)C.[Na+].O. Product: [CH3:1][O:2][C:3]1[CH:12]=[C:11]2[C:6]([C:7]([CH3:15])([CH3:14])[CH2:8][CH2:9][C:10]2=[N:17][OH:18])=[CH:5][CH:4]=1. The catalyst class is: 8. (4) Reactant: CS(C)=O.[CH2:5]([O:12][C:13]1[CH:14]=[C:15]([CH2:20][OH:21])[CH:16]=[C:17]([CH3:19])[CH:18]=1)[C:6]1[CH:11]=[CH:10][CH:9]=[CH:8][CH:7]=1.C(N(CC)CC)C. Product: [CH2:5]([O:12][C:13]1[CH:14]=[C:15]([CH:16]=[C:17]([CH3:19])[CH:18]=1)[CH:20]=[O:21])[C:6]1[CH:7]=[CH:8][CH:9]=[CH:10][CH:11]=1. The catalyst class is: 6. (5) Reactant: [C:1]([O:9][C@@H:10]([CH2:33][C:34]([Br:36])=[CH2:35])[CH2:11][CH2:12][C@@:13]12[O:32][C@@H:16]3[C@H:17]4[C@@H:22]([O:23][C@@H:15]3[CH2:14]1)[C@@H:21]([O:24]2)[C@H:20]1[O:25][C@@H:26]([CH2:29][CH2:30][OH:31])[CH2:27][CH2:28][C@@H:19]1[O:18]4)(=[O:8])[C:2]1[CH:7]=[CH:6][CH:5]=[CH:4][CH:3]=1.C(=O)(O)[O-].[Na+].CC(OI1(OC(C)=O)(OC(C)=O)OC(=O)C2C=CC=CC1=2)=O. Product: [C:1]([O:9][C@@H:10]([CH2:33][C:34]([Br:36])=[CH2:35])[CH2:11][CH2:12][C@@:13]12[O:32][C@@H:16]3[C@H:17]4[C@@H:22]([O:23][C@@H:15]3[CH2:14]1)[C@@H:21]([O:24]2)[C@H:20]1[O:25][C@@H:26]([CH2:29][CH:30]=[O:31])[CH2:27][CH2:28][C@@H:19]1[O:18]4)(=[O:8])[C:2]1[CH:3]=[CH:4][CH:5]=[CH:6][CH:7]=1. The catalyst class is: 2. (6) Reactant: [Cl:1][C:2]1[CH:18]=[CH:17][C:5]([CH2:6][N:7]([CH:12]2[CH2:16][CH2:15][NH:14][CH2:13]2)[CH2:8][C:9]([NH2:11])=[O:10])=[CH:4][CH:3]=1.C(=O)([O-])[O-].[K+].[K+].Br[CH2:26][CH2:27]/[CH:28]=[C:29]1/[C:30]2[CH:43]=[C:42]([C:44]([OH:47])([CH3:46])[CH3:45])[CH:41]=[CH:40][C:31]=2[O:32][CH2:33][C:34]2[N:39]=[CH:38][CH:37]=[CH:36][C:35]/1=2. Product: [Cl:1][C:2]1[CH:18]=[CH:17][C:5]([CH2:6][N:7]([CH:12]2[CH2:16][CH2:15][N:14]([CH2:26][CH2:27][CH:28]=[C:29]3[C:35]4[CH:36]=[CH:37][CH:38]=[N:39][C:34]=4[CH2:33][O:32][C:31]4[CH:40]=[CH:41][C:42]([C:44]([OH:47])([CH3:46])[CH3:45])=[CH:43][C:30]3=4)[CH2:13]2)[CH2:8][C:9]([NH2:11])=[O:10])=[CH:4][CH:3]=1. The catalyst class is: 47.